Dataset: Catalyst prediction with 721,799 reactions and 888 catalyst types from USPTO. Task: Predict which catalyst facilitates the given reaction. (1) Reactant: Cl[C:2]1[CH:7]=[C:6]([Cl:8])[N:5]=[C:4]([N:9]2[C:13]3[CH:14]=[CH:15][CH:16]=[C:17]([O:18][CH3:19])[C:12]=3[N:11]=[C:10]2[CH:20]([F:22])[F:21])[N:3]=1.[NH:23]1[CH2:28][CH2:27][O:26][CH2:25][CH2:24]1. Product: [Cl:8][C:6]1[CH:7]=[C:2]([N:23]2[CH2:28][CH2:27][O:26][CH2:25][CH2:24]2)[N:3]=[C:4]([N:9]2[C:13]3[CH:14]=[CH:15][CH:16]=[C:17]([O:18][CH3:19])[C:12]=3[N:11]=[C:10]2[CH:20]([F:22])[F:21])[N:5]=1. The catalyst class is: 1. (2) Reactant: Cl[C:2]1[N:9]=[C:8]([C:10]2[CH:15]=[CH:14][C:13]([CH2:16][N:17]3[CH2:22][CH2:21][CH:20]([N:23]4[C:27]5[CH:28]=[CH:29][CH:30]=[CH:31][C:26]=5[NH:25][C:24]4=[O:32])[CH2:19][CH2:18]3)=[CH:12][CH:11]=2)[C:7]([C:33]2[CH:38]=[CH:37][CH:36]=[CH:35][CH:34]=2)=[CH:6][C:3]=1[C:4]#[N:5].[CH3:39][NH2:40]. Product: [CH3:39][NH:40][C:2]1[N:9]=[C:8]([C:10]2[CH:15]=[CH:14][C:13]([CH2:16][N:17]3[CH2:22][CH2:21][CH:20]([N:23]4[C:27]5[CH:28]=[CH:29][CH:30]=[CH:31][C:26]=5[NH:25][C:24]4=[O:32])[CH2:19][CH2:18]3)=[CH:12][CH:11]=2)[C:7]([C:33]2[CH:38]=[CH:37][CH:36]=[CH:35][CH:34]=2)=[CH:6][C:3]=1[C:4]#[N:5]. The catalyst class is: 41. (3) Reactant: [H-].[H-].[H-].[H-].[Li+].[Al+3].C1COCC1.[C:12]([O:16][C:17]([NH:19][CH2:20][C@H:21]1[CH2:26][CH2:25][C@H:24]([C:27](N(OC)C)=[O:28])[CH2:23][CH2:22]1)=[O:18])([CH3:15])([CH3:14])[CH3:13]. Product: [C:12]([O:16][C:17]([NH:19][CH2:20][C@H:21]1[CH2:22][CH2:23][C@H:24]([CH:27]=[O:28])[CH2:25][CH2:26]1)=[O:18])([CH3:14])([CH3:15])[CH3:13]. The catalyst class is: 28. (4) Reactant: [C:1]([CH:4]([CH2:10][C:11](=O)[C:12]1[CH:17]=[CH:16][CH:15]=[CH:14][CH:13]=1)[C:5]([O:7][CH2:8][CH3:9])=[O:6])(=O)[CH3:2].[F:19][C:20]([F:30])([F:29])[O:21][C:22]1[CH:28]=[CH:27][C:25]([NH2:26])=[CH:24][CH:23]=1. Product: [CH3:2][C:1]1[N:26]([C:25]2[CH:27]=[CH:28][C:22]([O:21][C:20]([F:19])([F:29])[F:30])=[CH:23][CH:24]=2)[C:11]([C:12]2[CH:17]=[CH:16][CH:15]=[CH:14][CH:13]=2)=[CH:10][C:4]=1[C:5]([O:7][CH2:8][CH3:9])=[O:6]. The catalyst class is: 15. (5) Reactant: [CH3:1][N:2]1[C:7](=[O:8])[CH2:6][CH:5]([C:9]2[CH:14]=[CH:13][C:12]([N+:15]([O-])=O)=[CH:11][CH:10]=2)[CH2:4][C:3]1=[O:18]. Product: [NH2:15][C:12]1[CH:11]=[CH:10][C:9]([CH:5]2[CH2:4][C:3](=[O:18])[N:2]([CH3:1])[C:7](=[O:8])[CH2:6]2)=[CH:14][CH:13]=1. The catalyst class is: 19. (6) Reactant: [Cl:1][C:2]1[CH:3]=[C:4]2[C:8](=[CH:9][CH:10]=1)[NH:7][N:6]=[C:5]2[CH2:11]Cl.[N-:13]=[N+:14]=[N-:15].[Na+]. Product: [N:13]([CH2:11][C:5]1[C:4]2[C:8](=[CH:9][CH:10]=[C:2]([Cl:1])[CH:3]=2)[NH:7][N:6]=1)=[N+:14]=[N-:15]. The catalyst class is: 18. (7) Reactant: [Cl:1][C:2]1[CH:7]=[C:6]2[N:8](CO)[C:9](=[O:32])[C@:10]3([C@@H:15]([C:16]4[CH:21]=[CH:20][CH:19]=[C:18]([Cl:22])[CH:17]=4)[CH2:14][C@H:13]([CH2:23][C:24]([OH:26])=[O:25])[C:12](=[O:27])[N:11]3[CH2:28][CH:29]3[CH2:31][CH2:30]3)[C:5]2=[CH:4][CH:3]=1.CCN(C(C)C)C(C)C. Product: [Cl:1][C:2]1[CH:7]=[C:6]2[NH:8][C:9](=[O:32])[C@:10]3([C@@H:15]([C:16]4[CH:21]=[CH:20][CH:19]=[C:18]([Cl:22])[CH:17]=4)[CH2:14][C@H:13]([CH2:23][C:24]([OH:26])=[O:25])[C:12](=[O:27])[N:11]3[CH2:28][CH:29]3[CH2:31][CH2:30]3)[C:5]2=[CH:4][CH:3]=1. The catalyst class is: 5.